From a dataset of CYP2C9 inhibition data for predicting drug metabolism from PubChem BioAssay. Regression/Classification. Given a drug SMILES string, predict its absorption, distribution, metabolism, or excretion properties. Task type varies by dataset: regression for continuous measurements (e.g., permeability, clearance, half-life) or binary classification for categorical outcomes (e.g., BBB penetration, CYP inhibition). Dataset: cyp2c9_veith. (1) The compound is CCOc1cc(/C=C2\C(=O)N(Cc3ccc(C)cc3)C(C)=C2C(=O)OC)ccc1O. The result is 1 (inhibitor). (2) The compound is CCOc1ccc(-n2c(C)nc3cc(C(=O)NCc4ccco4)ccc32)cc1. The result is 1 (inhibitor). (3) The molecule is O=C(NC(NCc1ccccc1)C(Cl)(Cl)Cl)c1cccnc1. The result is 1 (inhibitor). (4) The compound is NCCc1ccc(S(=O)(=O)O)cc1[N+](=O)[O-]. The result is 0 (non-inhibitor). (5) The molecule is COc1c(F)c(F)c(C(=O)O)c(Nc2ccccc2C)c1F. The result is 1 (inhibitor). (6) The molecule is O=[N+]([O-])c1ccc(N2CCCC2)cc1NCc1ccccc1. The result is 1 (inhibitor). (7) The drug is COc1ccc(C(=O)N2CCC3(CCCN(C(=O)NC(C)C)C3)CC2)cc1. The result is 0 (non-inhibitor). (8) The molecule is O=C(c1cnccn1)N1CCC[C@@]2(CCN(Cc3cc(C(F)(F)F)cc(C(F)(F)F)c3)C2)C1. The result is 0 (non-inhibitor). (9) The compound is Oc1c(I)cc(Cl)c2cccnc12. The result is 0 (non-inhibitor).